This data is from Forward reaction prediction with 1.9M reactions from USPTO patents (1976-2016). The task is: Predict the product of the given reaction. (1) Given the reactants [NH:1]1[C:5]2=[C:6]3[C:11](=[CH:12][CH:13]=[C:4]2[CH:3]=[CH:2]1)[C:10](=[O:14])[NH:9][CH:8]=[CH:7]3.C([O-])([O-])=O.[K+].[K+].[CH2:21](Br)[C:22]1[CH:27]=[CH:26][CH:25]=[CH:24][CH:23]=1, predict the reaction product. The product is: [CH2:21]([N:9]1[CH:8]=[CH:7][C:6]2[C:11](=[CH:12][CH:13]=[C:4]3[CH:3]=[CH:2][NH:1][C:5]3=2)[C:10]1=[O:14])[C:22]1[CH:27]=[CH:26][CH:25]=[CH:24][CH:23]=1. (2) Given the reactants [NH2:1][C:2]1[CH:3]=[N:4][CH:5]=[CH:6][C:7]=1[NH2:8].[CH2:9]([N:16]1[CH2:21][CH2:20][C:19](=O)[CH2:18][CH2:17]1)[C:10]1[CH:15]=[CH:14][CH:13]=[CH:12][CH:11]=1.C(O)(=O)C, predict the reaction product. The product is: [NH2:8][C:7]1[CH:6]=[CH:5][N:4]=[CH:3][C:2]=1[NH:1][CH:19]1[CH2:18][CH2:17][N:16]([CH2:9][C:10]2[CH:15]=[CH:14][CH:13]=[CH:12][CH:11]=2)[CH2:21][CH2:20]1. (3) Given the reactants C([NH:4][C:5]1[CH:17]=[CH:16][C:8]2SC3C=CC=[CH:12][C:11]=3[C:7]=2[CH:6]=1)(=O)C.[OH-:18].[K+].Cl.[OH2:21], predict the reaction product. The product is: [N:4]1[CH:5]=[CH:6][C:7]([CH2:8][CH2:16][C:17]([OH:21])=[O:18])=[CH:11][CH:12]=1. (4) The product is: [Br:18][CH2:1][C:2]1[C:3]2[CH:10]=[CH:9][CH:8]=[CH:7][C:4]=2[S:5][CH:6]=1. Given the reactants [CH3:1][C:2]1[C:3]2[CH:10]=[CH:9][CH:8]=[CH:7][C:4]=2[S:5][CH:6]=1.C1C(=O)N([Br:18])C(=O)C1.N(C(C)(C)C#N)=NC(C)(C)C#N, predict the reaction product.